From a dataset of Catalyst prediction with 721,799 reactions and 888 catalyst types from USPTO. Predict which catalyst facilitates the given reaction. (1) Reactant: C=O.[OH-].[Na+].[CH3:5][O:6]CCOC.[F:11][C:12]([F:39])([CH3:38])[CH2:13][CH2:14][S:15]([CH:18]([C:29]1[C:34]([F:35])=[CH:33][CH:32]=[C:31]([F:36])[C:30]=1[F:37])[C:19]1[C:20]([CH3:28])=[CH:21][C:22]([C:25]([NH2:27])=[O:26])=[N:23][CH:24]=1)(=[O:17])=[O:16]. Product: [F:39][C:12]([F:11])([CH3:38])[CH2:13][CH2:14][S:15]([CH:18]([C:29]1[C:34]([F:35])=[CH:33][CH:32]=[C:31]([F:36])[C:30]=1[F:37])[C:19]1[C:20]([CH3:28])=[CH:21][C:22]([C:25]([NH:27][CH2:5][OH:6])=[O:26])=[N:23][CH:24]=1)(=[O:17])=[O:16]. The catalyst class is: 13. (2) Reactant: [SH:1][CH2:2][CH2:3][NH:4][C:5](=[O:11])[O:6][C:7]([CH3:10])([CH3:9])[CH3:8].[CH2:12]([O:19][C:20]([NH:22]/[C:23](=[CH:28]\[C:29]1[CH:34]=[CH:33][CH:32]=[CH:31][CH:30]=1)/[C:24]([O:26][CH3:27])=[O:25])=[O:21])[C:13]1[CH:18]=[CH:17][CH:16]=[CH:15][CH:14]=1.C(N(CC)CC)C. Product: [CH2:12]([O:19][C:20]([NH:22][CH:23]([CH:28]([S:1][CH2:2][CH2:3][NH:4][C:5]([O:6][C:7]([CH3:8])([CH3:10])[CH3:9])=[O:11])[C:29]1[CH:34]=[CH:33][CH:32]=[CH:31][CH:30]=1)[C:24]([O:26][CH3:27])=[O:25])=[O:21])[C:13]1[CH:14]=[CH:15][CH:16]=[CH:17][CH:18]=1. The catalyst class is: 5. (3) Reactant: [CH2:1]([C:3]1[CH:4]=[CH:5][CH:6]=[C:7]2[C:12]=1[N:11]=[C:10]([CH3:13])[CH:9]=[CH:8]2)[CH3:2].[O:14]1CCOCC1. Product: [CH2:1]([C:3]1[CH:4]=[CH:5][CH:6]=[C:7]2[C:12]=1[N:11]=[C:10]([CH:13]=[O:14])[CH:9]=[CH:8]2)[CH3:2]. The catalyst class is: 6. (4) Reactant: [Cl-].[Li+].C1(C)C=CC(S(O)(=O)=[O:10])=CC=1.C12CC(CC1)C=C2.[OH2:21].C[C:23]1[C:32]2[C:27](=[CH:28][CH:29]=[CH:30][CH:31]=2)[CH:26]=CC=1. Product: [CH:32]12[CH2:23][CH:29]([CH2:30][CH2:31]1)[CH2:28][CH:27]2[C:26]([OH:10])=[O:21]. The catalyst class is: 131. (5) Reactant: Br[C:2]1[CH:3]=[C:4]([CH2:8][C:9]([N:11]([CH3:13])[CH3:12])=[O:10])[CH:5]=[N:6][CH:7]=1.C([O-])([O-])=O.[Na+].[Na+].O1CCOCC1.CC1(C)C(C)(C)OB([C:34]2[CH:35]=[C:36]3[C:41](=[N:42][CH:43]=2)[N:40]([C:44]([NH2:46])=[O:45])[CH2:39][CH2:38][CH2:37]3)O1.CCOC(C)=O. Product: [CH3:12][N:11]([CH3:13])[C:9]([CH2:8][C:4]1[CH:3]=[C:2]([C:34]2[CH:35]=[C:36]3[C:41](=[N:42][CH:43]=2)[N:40]([C:44]([NH2:46])=[O:45])[CH2:39][CH2:38][CH2:37]3)[CH:7]=[N:6][CH:5]=1)=[O:10]. The catalyst class is: 6. (6) Reactant: S(=O)(=O)(O)O.[CH2:6]([O:13][C:14](=[O:26])[N:15]([CH2:23][CH:24]=[O:25])[CH2:16][CH:17]1[CH2:22][CH2:21][CH2:20][CH2:19][CH2:18]1)[C:7]1[CH:12]=[CH:11][CH:10]=[CH:9][CH:8]=1.CC1OCCC1.[OH-].[Na+]. Product: [CH2:6]([O:13][C:14](=[O:26])[N:15]([CH2:23][CH:24]=[O:25])[CH2:16][CH:17]1[CH2:18][CH2:19][CH2:20][CH2:21][CH2:22]1)[C:7]1[CH:12]=[CH:11][CH:10]=[CH:9][CH:8]=1. The catalyst class is: 6. (7) The catalyst class is: 1. Product: [Br:8][CH2:9][C:10]1[CH:11]=[C:12]([S:16]([N:5]2[CH2:6][CH2:7][N:2]([CH3:1])[CH2:3][CH2:4]2)(=[O:18])=[O:17])[CH:13]=[CH:14][CH:15]=1. Reactant: [CH3:1][N:2]1[CH2:7][CH2:6][NH:5][CH2:4][CH2:3]1.[Br:8][CH2:9][C:10]1[CH:11]=[C:12]([S:16](Cl)(=[O:18])=[O:17])[CH:13]=[CH:14][CH:15]=1.C(N(CC)CC)C.